Dataset: Reaction yield outcomes from USPTO patents with 853,638 reactions. Task: Predict the reaction yield, written as a fraction of the theoretical maximum amount of product (1.0 means a 100% yield; for example, 0.34 means a 34% yield). (1) The reactants are Br[C:2]1[N:3]=[C:4]2[N:10]([C@H:11]([C:13]3[CH:18]=[CH:17][CH:16]=[CH:15][CH:14]=3)[CH3:12])[C:9](=[O:19])[N:8]([CH3:20])[C:5]2=[N:6][CH:7]=1.BrC1N=C2N([C@H:32]([C:34]3[CH:39]=[CH:38][CH:37]=[CH:36][CH:35]=3)[CH3:33])C(=O)NC2=NC=1.C(=O)([O-])[O-].[Cs+].[Cs+].COS(OC)(=O)=O.[CH3:53][N:54](C)C=O. No catalyst specified. The product is [CH3:20][N:8]1[C:5]2=[N:6][CH:7]=[C:2]([C:39]3[CH:38]=[CH:37][CH:36]=[C:35]4[C:34]=3[CH:32]=[CH:33][CH:53]=[N:54]4)[N:3]=[C:4]2[N:10]([C@H:11]([C:13]2[CH:18]=[CH:17][CH:16]=[CH:15][CH:14]=2)[CH3:12])[C:9]1=[O:19]. The yield is 0.830. (2) The reactants are [NH2:1][C:2]1[C:7]([CH2:8][OH:9])=[CH:6][C:5]([C:10]2[CH:15]=[CH:14][C:13]([NH:16][C:17]([CH3:20])([CH3:19])[CH3:18])=[C:12]([NH2:21])[CH:11]=2)=[CH:4][N:3]=1.[N:22]1([C:27]2[CH:34]=[CH:33][CH:32]=[CH:31][C:28]=2[CH:29]=O)[CH:26]=[N:25][CH:24]=[N:23]1.OOS([O-])=O.[K+].S([O-])([O-])(=O)=S.[Na+].[Na+]. The catalyst is CN(C=O)C.O. The product is [NH2:1][C:2]1[C:7]([CH2:8][OH:9])=[CH:6][C:5]([C:10]2[CH:15]=[CH:14][C:13]3[N:16]([C:17]([CH3:18])([CH3:20])[CH3:19])[C:29]([C:28]4[CH:31]=[CH:32][CH:33]=[CH:34][C:27]=4[N:22]4[CH:26]=[N:25][CH:24]=[N:23]4)=[N:21][C:12]=3[CH:11]=2)=[CH:4][N:3]=1. The yield is 0.100. (3) The reactants are [CH3:1][O:2][C:3](=[O:18])[CH2:4][O:5][CH2:6][CH2:7][O:8][C:9]1[CH:14]=[CH:13][C:12]([N+:15]([O-])=O)=[CH:11][CH:10]=1. The catalyst is C(OCC)(=O)C.[Pd]. The product is [CH3:1][O:2][C:3](=[O:18])[CH2:4][O:5][CH2:6][CH2:7][O:8][C:9]1[CH:10]=[CH:11][C:12]([NH2:15])=[CH:13][CH:14]=1. The yield is 0.709. (4) The reactants are Br[C:2]1[CH:7]=[CH:6][CH:5]=[C:4]([Br:8])[N:3]=1.[NH2:9][C:10]1[C:15]([C:16]#N)=[CH:14][CH:13]=[CH:12][N:11]=1.C([Li])CCC.C1C[O:26]CC1. The yield is 0.560. The product is [NH2:9][C:10]1[C:15]([C:16]([C:2]2[CH:7]=[CH:6][CH:5]=[C:4]([Br:8])[N:3]=2)=[O:26])=[CH:14][CH:13]=[CH:12][N:11]=1. No catalyst specified. (5) The reactants are [NH2:1][C:2]1[N:6]([CH3:7])[C:5](=[O:8])[C:4]([C:15]2[CH:20]=[CH:19][C:18]([F:21])=[C:17](Br)[CH:16]=2)([C:9]2[CH:14]=[CH:13][CH:12]=[CH:11][CH:10]=2)[N:3]=1.[CH3:23][S:24]([O:27][C:28]1[CH:33]=[C:32](B2OC(C)(C)C(C)(C)O2)[CH:31]=[C:30]([O:43][CH3:44])[CH:29]=1)(=[O:26])=[O:25].C(=O)([O-])[O-].[K+].[K+]. The catalyst is O1CCCC1.O. The product is [CH3:23][S:24]([O:27][C:28]1[CH:33]=[C:32]([C:17]2[CH:16]=[C:15]([C:4]3([C:9]4[CH:14]=[CH:13][CH:12]=[CH:11][CH:10]=4)[C:5](=[O:8])[N:6]([CH3:7])[C:2]([NH2:1])=[N:3]3)[CH:20]=[CH:19][C:18]=2[F:21])[CH:31]=[C:30]([O:43][CH3:44])[CH:29]=1)(=[O:26])=[O:25]. The yield is 0.860. (6) The reactants are [C:1]([O:5][C:6]([NH:8][C:9]([CH3:17])([CH2:13][CH:14]([CH3:16])[CH3:15])[C:10](O)=[O:11])=[O:7])([CH3:4])([CH3:3])[CH3:2].CN1CCOCC1.ClC(OCC(C)C)=O.[BH4-].[Na+]. The catalyst is O1CCCC1.O.C(OCC)(=O)C. The product is [OH:11][CH2:10][C:9]([NH:8][C:6](=[O:7])[O:5][C:1]([CH3:2])([CH3:4])[CH3:3])([CH3:17])[CH2:13][CH:14]([CH3:15])[CH3:16]. The yield is 0.730. (7) The reactants are [N:1]1[C:8](Cl)=[N:7][C:5](Cl)=[N:4][C:2]=1Cl.C([N:13](CC)[CH:14]([CH3:16])[CH3:15])(C)C.[F:19][C:20]1C=C(C=[CH:26][C:27]=1N)OC.[CH:29]1([NH2:36])[CH2:35][CH2:34][CH2:33][CH2:32][CH2:31][CH2:30]1.[CH3:37][N:38]1[CH2:43][CH2:42][CH:41]([NH:44][CH3:45])[CH2:40][CH2:39]1.[C:46](=[O:49])(O)[O-].[Na+]. The catalyst is O1CCOCC1.CC#N.[Cl-].[Na+].O. The product is [CH:29]1([NH:36][C:2]2[N:4]=[C:5]([NH:13][C:14]3[CH:15]=[CH:26][C:27]([O:49][CH3:46])=[C:20]([F:19])[CH:16]=3)[N:7]=[C:8]([N:44]([CH3:45])[CH:41]3[CH2:42][CH2:43][N:38]([CH3:37])[CH2:39][CH2:40]3)[N:1]=2)[CH2:35][CH2:34][CH2:33][CH2:32][CH2:31][CH2:30]1. The yield is 0.280.